Dataset: Full USPTO retrosynthesis dataset with 1.9M reactions from patents (1976-2016). Task: Predict the reactants needed to synthesize the given product. (1) Given the product [NH2:23][C:21]1[CH2:20][O:19][CH2:18][C@@:5]2([C:4]3[CH:3]=[C:2]([Br:1])[CH:15]=[CH:14][C:13]=3[O:12][C:11]3[C:6]2=[CH:7][C:8]([OH:16])=[CH:9][CH:10]=3)[N:22]=1, predict the reactants needed to synthesize it. The reactants are: [Br:1][C:2]1[CH:15]=[CH:14][C:13]2[O:12][C:11]3[C:6](=[CH:7][C:8]([O:16]C)=[CH:9][CH:10]=3)[C@@:5]3([N:22]=[C:21]([NH2:23])[CH2:20][O:19][CH2:18]3)[C:4]=2[CH:3]=1.B(Br)(Br)Br. (2) The reactants are: [C:1]([CH:3]([C:7]1[C:8]([CH2:24][CH:25]2[CH2:27][CH2:26]2)=[C:9]([C:20]([O:22][CH3:23])=[O:21])[C:10]([CH:17]([F:19])[F:18])=[N:11][C:12]=1[C:13]([F:16])([F:15])[F:14])[CH2:4][CH:5]=[CH2:6])#N.[H-].C([Al+]CC(C)C)C(C)C.Cl.CC[O:41]CC. Given the product [CH:25]1([CH2:24][C:8]2[C:7]([CH:3]([CH:1]=[O:41])[CH2:4][CH:5]=[CH2:6])=[C:12]([C:13]([F:15])([F:16])[F:14])[N:11]=[C:10]([CH:17]([F:18])[F:19])[C:9]=2[C:20]([O:22][CH3:23])=[O:21])[CH2:26][CH2:27]1, predict the reactants needed to synthesize it. (3) Given the product [NH2:19][C:17]1[CH:16]=[C:15]([CH3:20])[CH:14]=[C:13]([CH2:12][CH2:11][C:9]2[NH:8][C:5]3=[N:6][CH:7]=[C:2]([Br:1])[CH:3]=[C:4]3[N:10]=2)[N:18]=1, predict the reactants needed to synthesize it. The reactants are: [Br:1][C:2]1[CH:3]=[C:4]2[N:10]=[C:9](/[CH:11]=[CH:12]/[C:13]3[N:18]=[C:17]([NH2:19])[CH:16]=[C:15]([CH3:20])[CH:14]=3)[NH:8][C:5]2=[N:6][CH:7]=1.C(O)(=O)C. (4) Given the product [C:1]([O:4][C@@H:5]1[C@@H:19]([O:20][C:21](=[O:23])[CH3:22])[C@H:18]([O:24][C:25](=[O:27])[CH3:26])[CH2:17][S:16][C@H:6]1[O:7][C:8]1[C:9]([F:15])=[N:10][CH:11]=[C:12]([C:29]2[CH:30]=[N:31][CH:32]=[CH:33][CH:34]=2)[CH:13]=1)(=[O:3])[CH3:2], predict the reactants needed to synthesize it. The reactants are: [C:1]([O:4][C@@H:5]1[C@@H:19]([O:20][C:21](=[O:23])[CH3:22])[C@H:18]([O:24][C:25](=[O:27])[CH3:26])[CH2:17][S:16][C@H:6]1[O:7][C:8]1[C:9]([F:15])=[N:10][CH:11]=[C:12](Br)[CH:13]=1)(=[O:3])[CH3:2].Br[C:29]1[CH:30]=[N:31][CH:32]=[CH:33][CH:34]=1. (5) Given the product [Br:25][C:26]1[CH:34]=[CH:33][C:29]([C:30]([NH:45][CH2:44][CH2:43][C:42]([O:41][C:37]([CH3:40])([CH3:39])[CH3:38])=[O:46])=[O:32])=[CH:28][C:27]=1[CH3:35], predict the reactants needed to synthesize it. The reactants are: CN(C(ON1N=NC2C=CC=NC1=2)=[N+](C)C)C.F[P-](F)(F)(F)(F)F.[Br:25][C:26]1[CH:34]=[CH:33][C:29]([C:30]([OH:32])=O)=[CH:28][C:27]=1[CH3:35].Cl.[C:37]([O:41][C:42](=[O:46])[CH2:43][CH2:44][NH2:45])([CH3:40])([CH3:39])[CH3:38]. (6) Given the product [CH:4]1[C:5]2[C:9]3[CH:10]=[CH:11][CH:12]=[CH:13][C:8]=3[O:7][C:6]=2[CH:14]=[C:2]([CH:28]=[O:29])[CH:3]=1, predict the reactants needed to synthesize it. The reactants are: Br[C:2]1[CH:3]=[CH:4][C:5]2[C:9]3[CH:10]=[CH:11][CH:12]=[CH:13][C:8]=3[O:7][C:6]=2[CH:14]=1.C([Li])(C)(C)C.CCCCCC.CN(C)[CH:28]=[O:29]. (7) Given the product [Cl:1][C:2]1[CH:3]=[CH:4][C:5]([C:8]2[S:12][C:11]3[C:13](=[O:15])[N:19]([CH2:21][C:24]4[CH:25]=[C:26]([CH:41]=[CH:42][CH:43]=4)[O:27][CH:28]4[CH2:33][CH2:32][N:31]([C:34]([O:36][C:37]([CH3:39])([CH3:40])[CH3:38])=[O:35])[CH2:30][CH2:29]4)[CH:18]=[N:17][C:10]=3[CH:9]=2)=[CH:6][CH:7]=1, predict the reactants needed to synthesize it. The reactants are: [Cl:1][C:2]1[CH:7]=[CH:6][C:5]([C:8]2[S:12][C:11]([C:13]([O:15]C)=O)=[C:10](/[N:17]=[CH:18]/[N:19]([CH3:21])C)[CH:9]=2)=[CH:4][CH:3]=1.NC[C:24]1[CH:25]=[C:26]([CH:41]=[CH:42][CH:43]=1)[O:27][CH:28]1[CH2:33][CH2:32][N:31]([C:34]([O:36][C:37]([CH3:40])([CH3:39])[CH3:38])=[O:35])[CH2:30][CH2:29]1.